Dataset: Full USPTO retrosynthesis dataset with 1.9M reactions from patents (1976-2016). Task: Predict the reactants needed to synthesize the given product. Given the product [CH3:30][C:27]([C:4]1[C:3]2[O:32][CH:33]=[N:1][C:2]=2[CH:7]=[C:6]([C:8]2[CH:9]=[C:10]([CH:11]=[CH:12][CH:13]=2)[CH2:14][CH:15]2[S:19][C:18]([N:20]3[CH2:21][CH2:22][O:23][CH2:24][CH2:25]3)=[N:17][C:16]2=[O:26])[CH:5]=1)([CH3:31])[CH2:28][CH3:29], predict the reactants needed to synthesize it. The reactants are: [NH2:1][C:2]1[C:3]([OH:32])=[C:4]([C:27]([CH3:31])([CH3:30])[CH2:28][CH3:29])[CH:5]=[C:6]([C:8]2[CH:13]=[CH:12][CH:11]=[C:10]([CH2:14][CH:15]3[S:19][C:18]([N:20]4[CH2:25][CH2:24][O:23][CH2:22][CH2:21]4)=[N:17][C:16]3=[O:26])[CH:9]=2)[CH:7]=1.[CH2:33](OC(OCC)OCC)C.